Dataset: Full USPTO retrosynthesis dataset with 1.9M reactions from patents (1976-2016). Task: Predict the reactants needed to synthesize the given product. (1) Given the product [C:18]([O:10][CH:8]([CH3:9])[CH2:7][CH2:6][O:5][C:1]([O:2][CH2:3][CH3:4])=[O:11])(=[O:25])[C:19]1[CH:24]=[CH:23][CH:22]=[CH:21][CH:20]=1, predict the reactants needed to synthesize it. The reactants are: [C:1](=[O:11])([O:5][CH2:6][CH2:7][CH:8]([OH:10])[CH3:9])[O:2][CH2:3][CH3:4].N1C=CC=CC=1.[C:18](Cl)(=[O:25])[C:19]1[CH:24]=[CH:23][CH:22]=[CH:21][CH:20]=1. (2) Given the product [CH3:9][C:8]1[N:10]=[C:11]([CH3:12])[N:6]2[C:7]=1[C:2](=[O:1])[NH:3][C:4]([C:14]1[CH:19]=[CH:18][CH:17]=[CH:16][N:15]=1)=[N:5]2, predict the reactants needed to synthesize it. The reactants are: [O:1]=[C:2]1[C:7]([CH:8]([NH:10][C:11](=O)[CH3:12])[CH3:9])=[N:6][N:5]=[C:4]([C:14]2[CH:19]=[CH:18][CH:17]=[CH:16][N:15]=2)[NH:3]1.P(Cl)(Cl)(Cl)=O.C(=O)([O-])O.[Na+]. (3) Given the product [Cl:18][C:19]1[CH:20]=[C:21]2[C:25](=[CH:26][CH:27]=1)[NH:24][CH:23]=[C:22]2[CH2:28][CH2:29][NH:30][C:12](=[O:14])[C:11]1[CH:10]=[CH:9][C:8]([O:1][C:2]2[CH:3]=[CH:4][CH:5]=[CH:6][CH:7]=2)=[CH:16][CH:15]=1, predict the reactants needed to synthesize it. The reactants are: [O:1]([C:8]1[CH:16]=[CH:15][C:11]([C:12]([OH:14])=O)=[CH:10][CH:9]=1)[C:2]1[CH:7]=[CH:6][CH:5]=[CH:4][CH:3]=1.Cl.[Cl:18][C:19]1[CH:20]=[C:21]2[C:25](=[CH:26][CH:27]=1)[NH:24][CH:23]=[C:22]2[CH2:28][CH2:29][NH2:30].CN(C(ON1N=NC2C=CC=NC1=2)=[N+](C)C)C.F[P-](F)(F)(F)(F)F. (4) Given the product [Br:1][C:2]1[CH:3]=[CH:4][C:5]([C:8]([NH:10][CH2:11][CH2:12][O:13][CH3:14])=[O:9])=[N:6][CH:7]=1, predict the reactants needed to synthesize it. The reactants are: [Br:1][C:2]1[CH:3]=[CH:4][C:5]([C:8]([N:10]2C[CH2:14][O:13][CH2:12][CH2:11]2)=[O:9])=[N:6][CH:7]=1.BrC1C=CC(C(O)=O)=NC=1.COCCN. (5) Given the product [O-:23][OH:24].[OH:6][CH2:7][CH2:8][CH2:9][CH:10]1[CH2:21][CH2:20][CH2:19][CH2:18][CH2:17][CH2:16][CH2:15][CH2:14][CH2:13][CH2:12][C:11]1=[O:22], predict the reactants needed to synthesize it. The reactants are: S(=O)(=O)(O)O.[OH:6][CH2:7][CH2:8][CH2:9][CH:10]1[CH2:21][CH2:20][CH2:19][CH2:18][CH2:17][CH2:16][CH2:15][CH2:14][CH2:13][CH2:12][C:11]1=[O:22].[OH:23][OH:24]. (6) The reactants are: [CH:1]([N:14]1[CH:19]=[C:18](I)[C:17](=[O:21])[NH:16][C:15]1=[O:22])([C:8]1[CH:13]=[CH:12][CH:11]=[CH:10][CH:9]=1)[C:2]1[CH:7]=[CH:6][CH:5]=[CH:4][CH:3]=1.[C:23]1(C)[CH:28]=[CH:27][CH:26]=[CH:25][CH:24]=1.C(O)C.C(=O)([O-])[O-].[Na+].[Na+]. Given the product [CH:1]([N:14]1[CH:19]=[C:18]([C:23]2[CH:28]=[CH:27][CH:26]=[CH:25][CH:24]=2)[C:17](=[O:21])[NH:16][C:15]1=[O:22])([C:8]1[CH:13]=[CH:12][CH:11]=[CH:10][CH:9]=1)[C:2]1[CH:7]=[CH:6][CH:5]=[CH:4][CH:3]=1, predict the reactants needed to synthesize it.